From a dataset of NCI-60 drug combinations with 297,098 pairs across 59 cell lines. Regression. Given two drug SMILES strings and cell line genomic features, predict the synergy score measuring deviation from expected non-interaction effect. Drug 1: C1=CC(=C2C(=C1NCCNCCO)C(=O)C3=C(C=CC(=C3C2=O)O)O)NCCNCCO. Drug 2: C(CC(=O)O)C(=O)CN.Cl. Cell line: U251. Synergy scores: CSS=44.0, Synergy_ZIP=-0.914, Synergy_Bliss=-1.96, Synergy_Loewe=-21.5, Synergy_HSA=-1.03.